From a dataset of Forward reaction prediction with 1.9M reactions from USPTO patents (1976-2016). Predict the product of the given reaction. (1) Given the reactants Cl[C:2]1[C:11]2[C:6](=[CH:7][CH:8]=[CH:9][CH:10]=2)[NH:5]/[C:4](=[C:12]2/[C:13]([CH3:18])=[N:14][NH:15][C:16]/2=[O:17])/[CH:3]=1.[CH3:19][C:20]1[CH:21]=[C:22]([SH:26])[CH:23]=[CH:24][CH:25]=1, predict the reaction product. The product is: [CH3:18][C:13]1=[N:14][NH:15][C:16](=[O:17])/[C:12]/1=[C:4]1\[NH:5][C:6]2[C:11]([C:2]([S:26][C:22]3[CH:21]=[C:20]([CH3:19])[CH:25]=[CH:24][CH:23]=3)=[CH:3]\1)=[CH:10][CH:9]=[CH:8][CH:7]=2. (2) Given the reactants S([O:11][CH2:12][CH2:13][O:14][CH2:15][CH2:16][O:17][CH2:18][CH2:19][O:20]S(C1C=CC(C)=CC=1)(=O)=O)(C1C=CC(C)=CC=1)(=O)=O, predict the reaction product. The product is: [CH2:12]([OH:11])[CH2:13][O:14][CH2:15][CH2:16][O:17][CH2:18][CH2:19][OH:20].